From a dataset of Forward reaction prediction with 1.9M reactions from USPTO patents (1976-2016). Predict the product of the given reaction. (1) Given the reactants Cl[C:2](=[O:17])[CH2:3][C:4]1[CH:15]=[CH:14][C:7]([C:8]([O:10]C(C)C)=[O:9])=[C:6]([F:16])[CH:5]=1.[F:18][C:19]1[CH:20]=[C:21]([CH2:31][C:32]([OH:34])=O)[CH:22]=[CH:23][C:24]=1[C:25]([O:27][CH:28]([CH3:30])[CH3:29])=[O:26].OCl.[Al+3].[Cl-].[Cl-].[Cl-].[F:41][C:42]1[C:47]([O:48][CH3:49])=[CH:46][CH:45]=[CH:44][C:43]=1[O:50]C, predict the reaction product. The product is: [F:18][C:15]1[CH:14]=[C:7]([CH:6]=[CH:5][C:4]=1[CH2:3][C:2]([C:44]1[CH:45]=[CH:46][C:47]([OH:48])=[C:42]([F:41])[C:43]=1[OH:50])=[O:17])[C:8]([OH:10])=[O:9].[F:16][C:22]1[CH:23]=[C:24]([CH:19]=[CH:20][C:21]=1[CH2:31][C:32]([C:44]1[CH:45]=[CH:46][C:47]([O:48][CH3:49])=[C:42]([F:41])[C:43]=1[OH:50])=[O:34])[C:25]([O:27][CH:28]([CH3:29])[CH3:30])=[O:26]. (2) Given the reactants C([Mg]Cl)(C)C.[O:6]1CCC[CH2:7]1.Br[C:12]1[CH:13]=[N:14][CH:15]=[C:16]([C:18]#[C:19][C:20]2[CH:25]=[CH:24][C:23]([F:26])=[CH:22][CH:21]=2)[CH:17]=1.CN(C)C=O, predict the reaction product. The product is: [F:26][C:23]1[CH:24]=[CH:25][C:20]([C:19]#[C:18][C:16]2[CH:17]=[C:12]([CH:7]=[O:6])[CH:13]=[N:14][CH:15]=2)=[CH:21][CH:22]=1.